This data is from Cav3 T-type calcium channel HTS with 100,875 compounds. The task is: Binary Classification. Given a drug SMILES string, predict its activity (active/inactive) in a high-throughput screening assay against a specified biological target. (1) The compound is O=C(N1CCCC1)c1ccc(NC(=O)Cn2nc(c3c(OC)cccc3)ccc2=O)cc1. The result is 0 (inactive). (2) The compound is O1C(OCc2ccc(cc2)CO)CC(c2ccc(cc2)C#C)C=C1C(=O)NCC#C. The result is 0 (inactive). (3) The molecule is O1C(C(O)C(O)C(O)C1Oc1c(c2c3oc(=O)c(Oc4cc5oc(=O)ccc5cc4)cc3ccc2O)c2oc(=O)ccc2cc1)C. The result is 0 (inactive). (4) The compound is S1(=O)(=O)CC(NC(=O)N2CCCCC2)CC1. The result is 0 (inactive). (5) The drug is O1c2cc(CNC(=O)CCc3c(n4nc(nc4nc3C)C)C)ccc2OC1. The result is 0 (inactive). (6) The molecule is S(c1n(c2ccc(OC)cc2)c(nn1)c1sccc1)CC(=O)Nc1ccc(cc1)C(O)=O. The result is 0 (inactive).